From a dataset of Forward reaction prediction with 1.9M reactions from USPTO patents (1976-2016). Predict the product of the given reaction. (1) Given the reactants [NH2:1][C:2]1[CH:3]=[C:4]([C:12](O)([CH3:14])[CH3:13])[CH:5]=[C:6]([C:8]([F:11])([F:10])[F:9])[CH:7]=1.S(=O)(=O)(O)O.O.C([O-])([O-])=[O:23].[Na+].[Na+].[C:28](#[N:30])[CH3:29], predict the reaction product. The product is: [NH2:1][C:2]1[CH:3]=[C:4]([C:12]([NH:30][C:28](=[O:23])[CH3:29])([CH3:14])[CH3:13])[CH:5]=[C:6]([C:8]([F:11])([F:10])[F:9])[CH:7]=1. (2) Given the reactants [Br:1][C:2]1[C:11]2[S:12][C:13]([CH3:16])=[C:14]([CH3:15])[C:10]=2[C:9]([C:17]2[CH:22]=[C:21]([N+:23]([O-])=O)[CH:20]=[C:19]([Br:26])[C:18]=2OC)=[C:8]2[C:3]=1[CH:4]=[CH:5][CH:6]=[CH:7]2.[Sn](Cl)Cl.[C:32](OCC)(=[O:34])C, predict the reaction product. The product is: [Br:26][C:19]1[C:20]([O:34][CH3:32])=[C:21]([NH2:23])[CH:22]=[C:17]([C:9]2[C:10]3[C:14]([CH3:15])=[C:13]([CH3:16])[S:12][C:11]=3[C:2]([Br:1])=[C:3]3[C:8]=2[CH:7]=[CH:6][CH:5]=[CH:4]3)[CH:18]=1. (3) Given the reactants COC(=O)[C:4]1[CH:9]=[CH:8][C:7]([O:10][C:11]2[S:12][CH:13]=[N:14][N:15]=2)=[CH:6][C:5]=1[B:16]1[O:20][C:19](C)(C)C(C)(C)[O:17]1.[H-].[H-].[H-].[H-].[Li+].[Al+3], predict the reaction product. The product is: [S:12]1[CH:13]=[N:14][N:15]=[C:11]1[O:10][C:7]1[CH:8]=[CH:9][C:4]2[CH2:19][O:20][B:16]([OH:17])[C:5]=2[CH:6]=1. (4) Given the reactants [C:1]([C@@H:4]([NH:12][C:13](=[O:22])[O:14]CC1C=CN=CC=1)[CH2:5][C:6]1[CH:11]=[CH:10][CH:9]=[CH:8][CH:7]=1)([OH:3])=O.CC[N:25]([CH:29]([CH3:31])C)[CH:26]([CH3:28])C.CN(C(ON1N=N[C:42]2C=CC=C[C:41]1=2)=[N+](C)C)C.[B-](F)(F)(F)F.[NH2:54][CH2:55][C:56](=[O:61])[C:57]([CH3:60])([CH3:59])[CH3:58].[ClH:62].CCOCC, predict the reaction product. The product is: [ClH:62].[N:25]1[CH:26]=[CH:28][C:41]([CH2:42][N:12]([C@@H:4]([CH2:5][C:6]2[CH:7]=[CH:8][CH:9]=[CH:10][CH:11]=2)[C:1]([NH:54][CH2:55][C:56](=[O:61])[C:57]([CH3:60])([CH3:59])[CH3:58])=[O:3])[C:13](=[O:22])[OH:14])=[CH:31][CH:29]=1.